Dataset: TCR-epitope binding with 47,182 pairs between 192 epitopes and 23,139 TCRs. Task: Binary Classification. Given a T-cell receptor sequence (or CDR3 region) and an epitope sequence, predict whether binding occurs between them. (1) The epitope is YFPLQSYGF. The TCR CDR3 sequence is CASSSSGGSYNSPLHF. Result: 0 (the TCR does not bind to the epitope). (2) The epitope is KRWIILGLNK. The TCR CDR3 sequence is CASSPTGLVGLIQNTEAFF. Result: 1 (the TCR binds to the epitope).